This data is from KCNQ2 potassium channel screen with 302,405 compounds. The task is: Binary Classification. Given a drug SMILES string, predict its activity (active/inactive) in a high-throughput screening assay against a specified biological target. (1) The drug is S(c1c(OCc2onc(C(=O)NCCc3occc3)c2)cccc1)C. The result is 0 (inactive). (2) The drug is O=C(NCCN1CCN(CC1)Cc1ccccc1)CS(=O)Cc1nc(oc1C)c1c(cccc1)C. The result is 0 (inactive). (3) The compound is O=C(N)C1CCN(CC1)C(=O)COc1c2c(ccc1)cccc2. The result is 0 (inactive). (4) The drug is Clc1nnc(N2CCOCC2)cc1. The result is 0 (inactive).